From a dataset of Reaction yield outcomes from USPTO patents with 853,638 reactions. Predict the reaction yield, written as a fraction of the theoretical maximum amount of product (1.0 means a 100% yield; for example, 0.34 means a 34% yield). The yield is 0.686. The reactants are Br[C:2]1[CH:3]=[C:4]2[C:9]([NH:10][C@@H:11]3[CH2:16][CH2:15][N:14]([C:17](=[O:22])[C:18]([OH:21])([CH3:20])[CH3:19])[CH2:13][C@H:12]3[CH2:23][CH3:24])=[C:8]([C:25]([NH2:27])=[O:26])[CH:7]=[N:6][N:5]2[CH:28]=1.[CH:29]([N:32]1[CH:36]=[C:35](B2OC(C)(C)C(C)(C)O2)[CH:34]=[N:33]1)([CH3:31])[CH3:30].P([O-])([O-])([O-])=O.[K+].[K+].[K+]. The product is [CH2:23]([C@H:12]1[C@H:11]([NH:10][C:9]2[C:4]3[N:5]([CH:28]=[C:2]([C:35]4[CH:34]=[N:33][N:32]([CH:29]([CH3:31])[CH3:30])[CH:36]=4)[CH:3]=3)[N:6]=[CH:7][C:8]=2[C:25]([NH2:27])=[O:26])[CH2:16][CH2:15][N:14]([C:17](=[O:22])[C:18]([OH:21])([CH3:20])[CH3:19])[CH2:13]1)[CH3:24]. The catalyst is C1C=CC(P(C2C=CC=CC=2)[C-]2C=CC=C2)=CC=1.C1C=CC(P(C2C=CC=CC=2)[C-]2C=CC=C2)=CC=1.Cl[Pd]Cl.[Fe+2].C(Cl)Cl.O1CCOCC1.